From a dataset of Peptide-MHC class I binding affinity with 185,985 pairs from IEDB/IMGT. Regression. Given a peptide amino acid sequence and an MHC pseudo amino acid sequence, predict their binding affinity value. This is MHC class I binding data. (1) The MHC is Mamu-A02 with pseudo-sequence Mamu-A02. The binding affinity (normalized) is 0.919. The peptide sequence is RTPQDNQLTY. (2) The peptide sequence is ISIRPRVTK. The MHC is HLA-A03:01 with pseudo-sequence HLA-A03:01. The binding affinity (normalized) is 0.700. (3) The peptide sequence is KIEELFYSY. The MHC is HLA-A30:02 with pseudo-sequence HLA-A30:02. The binding affinity (normalized) is 0.774. (4) The peptide sequence is GMQIRGFVY. The MHC is Mamu-A01 with pseudo-sequence Mamu-A01. The binding affinity (normalized) is 0.0959.